This data is from Forward reaction prediction with 1.9M reactions from USPTO patents (1976-2016). The task is: Predict the product of the given reaction. Given the reactants [CH2:1]([O:8][C@@H:9]1[C@@H:14]([O:15][CH2:16][C:17]2[CH:22]=[CH:21][CH:20]=[CH:19][CH:18]=2)[C@H:13]([O:23][CH2:24][C:25]2[CH:30]=[CH:29][CH:28]=[CH:27][CH:26]=2)[C@@H:12]([CH2:31][O:32][CH2:33][C:34]2[CH:39]=[CH:38][CH:37]=[CH:36][CH:35]=2)[O:11][C@:10]21[C:48]1[C:43](=[CH:44][C:45]([Cl:58])=[C:46]([CH2:49][C:50]3[CH:55]=[CH:54][C:53]([CH2:56][CH3:57])=[CH:52][CH:51]=3)[CH:47]=1)[O:42][CH:41]([OH:59])[CH2:40]2)[C:2]1[CH:7]=[CH:6][CH:5]=[CH:4][CH:3]=1.[C:60]1(C)C=CC(S(O)(=O)=O)=CC=1, predict the reaction product. The product is: [CH2:1]([O:8][C@@H:9]1[C@@H:14]([O:15][CH2:16][C:17]2[CH:22]=[CH:21][CH:20]=[CH:19][CH:18]=2)[C@H:13]([O:23][CH2:24][C:25]2[CH:26]=[CH:27][CH:28]=[CH:29][CH:30]=2)[C@@H:12]([CH2:31][O:32][CH2:33][C:34]2[CH:39]=[CH:38][CH:37]=[CH:36][CH:35]=2)[O:11][C@:10]21[C:48]1[C:43](=[CH:44][C:45]([Cl:58])=[C:46]([CH2:49][C:50]3[CH:55]=[CH:54][C:53]([CH2:56][CH3:57])=[CH:52][CH:51]=3)[CH:47]=1)[O:42][CH:41]([O:59][CH3:60])[CH2:40]2)[C:2]1[CH:3]=[CH:4][CH:5]=[CH:6][CH:7]=1.